From a dataset of Full USPTO retrosynthesis dataset with 1.9M reactions from patents (1976-2016). Predict the reactants needed to synthesize the given product. (1) Given the product [Br:1][C:2]1[CH:3]=[CH:4][CH:5]=[C:6]([CH:8]([Cl:19])[C:10]2[CH:15]=[CH:14][C:13]([F:16])=[CH:12][CH:11]=2)[N:7]=1, predict the reactants needed to synthesize it. The reactants are: [Br:1][C:2]1[N:7]=[C:6]([CH:8]([C:10]2[CH:15]=[CH:14][C:13]([F:16])=[CH:12][CH:11]=2)O)[CH:5]=[CH:4][CH:3]=1.O=S(Cl)[Cl:19]. (2) Given the product [CH2:1]([N:8]1[CH2:9][CH:10]2[CH:11]([C:14](=[O:15])[C:21]3[CH:20]=[CH:19][S:18][C:17]=32)[CH2:12][CH2:13]1)[C:2]1[CH:7]=[CH:6][CH:5]=[CH:4][CH:3]=1, predict the reactants needed to synthesize it. The reactants are: [CH2:1]([N:8]1[CH2:13][CH2:12][CH:11]([C:14](Cl)=[O:15])[CH:10]([C:17]2[S:18][CH:19]=[CH:20][CH:21]=2)[CH2:9]1)[C:2]1[CH:7]=[CH:6][CH:5]=[CH:4][CH:3]=1.[Al+3].[Cl-].[Cl-].[Cl-].